This data is from Full USPTO retrosynthesis dataset with 1.9M reactions from patents (1976-2016). The task is: Predict the reactants needed to synthesize the given product. (1) Given the product [CH3:24][C:23]([CH3:26])([CH3:25])[CH:19]([NH:18][C:3]1[C:2]([F:1])=[CH:7][N:6]=[C:5]([C:8]2[C:16]3[C:11](=[N:12][CH:13]=[C:14]([F:17])[CH:15]=3)[NH:10][CH:9]=2)[N:4]=1)[CH2:20][C:21]1[N:27]=[N:28][NH:29][N:22]=1, predict the reactants needed to synthesize it. The reactants are: [F:1][C:2]1[C:3]([NH:18][CH:19]([C:23]([CH3:26])([CH3:25])[CH3:24])[CH2:20][C:21]#[N:22])=[N:4][C:5]([C:8]2[C:16]3[C:11](=[N:12][CH:13]=[C:14]([F:17])[CH:15]=3)[NH:10][CH:9]=2)=[N:6][CH:7]=1.[N:27]([Sn](CCCC)(CCCC)CCCC)=[N+:28]=[N-:29]. (2) Given the product [CH:11]1([C:8]([CH3:9])([CH3:10])[CH:7]=[O:18])[CH2:16][CH2:15][CH2:14][CH:13]=[CH:12]1, predict the reactants needed to synthesize it. The reactants are: [H-].[CH2:7]([Al+][CH2:7][CH:8]([CH3:10])[CH3:9])[CH:8]([CH3:10])[CH3:9].[CH2:11]1[CH2:16][CH2:15][CH2:14][CH2:13][CH2:12]1.C(C(C(C([O-])=O)O)O)([O-])=[O:18].[K+].[Na+]. (3) Given the product [CH:1]([O:4][C:5]1[CH:14]=[C:13]([C:15]([F:18])([F:17])[F:16])[C:12]2[C:7](=[CH:8][CH:9]=[C:10]3[N:22]([CH3:29])[C@H:21]([CH:23]([CH3:25])[CH3:24])[CH2:20][O:19][C:11]3=2)[N:6]=1)([CH3:3])[CH3:2], predict the reactants needed to synthesize it. The reactants are: [CH:1]([O:4][C:5]1[CH:14]=[C:13]([C:15]([F:18])([F:17])[F:16])[C:12]2[C:7](=[CH:8][CH:9]=[C:10]3[NH:22][C@H:21]([CH:23]([CH3:25])[CH3:24])[CH2:20][O:19][C:11]3=2)[N:6]=1)([CH3:3])[CH3:2].C=O.[BH3-][C:29]#N.[Na+]. (4) Given the product [Br:1][C:2]1[CH:10]=[C:9]2[C:5]([CH2:6][CH2:7][CH:8]2[O:11][Si:23]([CH:27]([CH3:29])[CH3:28])([CH:24]([CH3:26])[CH3:25])[CH:20]([CH3:22])[CH3:21])=[CH:4][CH:3]=1, predict the reactants needed to synthesize it. The reactants are: [Br:1][C:2]1[CH:10]=[C:9]2[C:5]([CH2:6][CH2:7][CH:8]2[OH:11])=[CH:4][CH:3]=1.N1C(C)=CC=CC=1C.[CH:20]([Si:23](OS(C(F)(F)F)(=O)=O)([CH:27]([CH3:29])[CH3:28])[CH:24]([CH3:26])[CH3:25])([CH3:22])[CH3:21].Cl. (5) Given the product [OH:3][NH:2][C:29](=[O:30])[CH:28]=[CH:27][C:23]1[CH:24]=[CH:25][CH:26]=[C:21]([S:18](=[O:20])(=[O:19])[NH:17][C:12]2[CH:13]=[CH:14][CH:15]=[CH:16][C:11]=2[O:10][CH3:9])[CH:22]=1, predict the reactants needed to synthesize it. The reactants are: Cl.[NH2:2][OH:3].C([O-])(O)=O.[Na+].[CH3:9][O:10][C:11]1[CH:16]=[CH:15][CH:14]=[CH:13][C:12]=1[NH:17][S:18]([C:21]1[CH:22]=[C:23]([CH:27]=[CH:28][C:29](Cl)=[O:30])[CH:24]=[CH:25][CH:26]=1)(=[O:20])=[O:19].Cl. (6) Given the product [F:20][C:15]1[CH:14]=[C:13]([C@H:11]2[CH2:12][NH:8][CH2:9][C@@H:10]2[C@@H:21]([O:23][C:24]2[CH:31]=[CH:30][C:27]([C:28]#[N:29])=[CH:26][N:25]=2)[CH3:22])[CH:18]=[CH:17][C:16]=1[F:19], predict the reactants needed to synthesize it. The reactants are: C([N:8]1[CH2:12][C@H:11]([C:13]2[CH:18]=[CH:17][C:16]([F:19])=[C:15]([F:20])[CH:14]=2)[C@@H:10]([C@@H:21]([O:23][C:24]2[CH:31]=[CH:30][C:27]([C:28]#[N:29])=[CH:26][N:25]=2)[CH3:22])[CH2:9]1)C1C=CC=CC=1.ClC(OC(Cl)C)=O.CCN(C(C)C)C(C)C.